Dataset: Catalyst prediction with 721,799 reactions and 888 catalyst types from USPTO. Task: Predict which catalyst facilitates the given reaction. Reactant: [CH2:1]([C:3]1[S:42][C:6]2[N:7]([CH2:23][C:24]3[CH:29]=[CH:28][C:27]([C:30]4[CH:35]=[CH:34][CH:33]=[CH:32][C:31]=4[C:36]4[NH:40][C:39](=[O:41])[O:38][N:37]=4)=[CH:26][CH:25]=3)[C:8](=[O:22])[N:9]([CH2:12][C:13]([C:15]3[CH:20]=[CH:19][C:18]([F:21])=[CH:17][CH:16]=3)=[O:14])[C:10](=[O:11])[C:5]=2[CH:4]=1)[CH3:2].[BH4-].[Na+]. Product: [CH2:1]([C:3]1[S:42][C:6]2[N:7]([CH2:23][C:24]3[CH:25]=[CH:26][C:27]([C:30]4[CH:35]=[CH:34][CH:33]=[CH:32][C:31]=4[C:36]4[NH:40][C:39](=[O:41])[O:38][N:37]=4)=[CH:28][CH:29]=3)[C:8](=[O:22])[N:9]([CH2:12][CH:13]([C:15]3[CH:20]=[CH:19][C:18]([F:21])=[CH:17][CH:16]=3)[OH:14])[C:10](=[O:11])[C:5]=2[CH:4]=1)[CH3:2]. The catalyst class is: 147.